Dataset: Full USPTO retrosynthesis dataset with 1.9M reactions from patents (1976-2016). Task: Predict the reactants needed to synthesize the given product. (1) The reactants are: [Cl:1][C:2]1[CH:3]=[C:4]([CH:7]=[CH:8][C:9]=1[Cl:10])[CH2:5][NH2:6].[CH:11]([N:14]([CH:17](C)C)[CH2:15][CH3:16])(C)[CH3:12].ClC(OC1C=CC([N+]([O-])=O)=CC=1)=[O:22].C[N:34]1[CH2:39]CNCC1. Given the product [Cl:1][C:2]1[CH:3]=[C:4]([CH:7]=[CH:8][C:9]=1[Cl:10])[CH2:5][NH:6][C:39]([N:34]1[CH2:16][CH2:15][N:14]([CH3:17])[CH2:11][CH2:12]1)=[O:22], predict the reactants needed to synthesize it. (2) Given the product [N:19]1[CH:24]=[CH:23][C:22]([CH2:25][CH2:26][NH:27][C:13](=[O:15])[C:12]2[CH:11]=[CH:10][C:9]([B:4]3[O:5][C:6]([CH3:7])([CH3:8])[C:2]([CH3:1])([CH3:18])[O:3]3)=[CH:17][CH:16]=2)=[CH:21][CH:20]=1, predict the reactants needed to synthesize it. The reactants are: [CH3:1][C:2]1([CH3:18])[C:6]([CH3:8])([CH3:7])[O:5][B:4]([C:9]2[CH:17]=[CH:16][C:12]([C:13]([OH:15])=O)=[CH:11][CH:10]=2)[O:3]1.[N:19]1[CH:24]=[CH:23][C:22]([CH2:25][CH2:26][NH2:27])=[CH:21][CH:20]=1.CN(C(ON1N=NC2C=CC=NC1=2)=[N+](C)C)C.F[P-](F)(F)(F)(F)F.CCN(C(C)C)C(C)C. (3) Given the product [Cl:1][C:2]1[CH:3]=[C:4]([C@@H:9]([CH2:13][CH:14]2[CH2:19][CH2:18][CH2:17][CH2:16][O:15]2)[C:10]([NH:47][C:48]2[S:49][CH:50]=[CH:51][N:52]=2)=[O:12])[CH:5]=[CH:6][C:7]=1[Cl:8], predict the reactants needed to synthesize it. The reactants are: [Cl:1][C:2]1[CH:3]=[C:4]([C@@H:9]([CH2:13][CH:14]2[CH2:19][CH2:18][CH2:17][CH2:16][O:15]2)[C:10]([OH:12])=O)[CH:5]=[CH:6][C:7]=1[Cl:8].F[P-](F)(F)(F)(F)F.N1(O[P+](N(C)C)(N(C)C)N(C)C)C2C=CC=CC=2N=N1.[NH2:47][C:48]1[S:49][CH:50]=[CH:51][N:52]=1.C(N(CC)CC)C. (4) Given the product [Br:1][C:2]1[CH:3]=[C:4]2[C:9](=[CH:10][CH:11]=1)[O:8][C:7]([CH2:13][CH2:14][OH:15])([CH3:12])[CH2:6][C:5]2=[O:16], predict the reactants needed to synthesize it. The reactants are: [Br:1][C:2]1[CH:3]=[C:4]2[C:9](=[CH:10][CH:11]=1)[O:8][C:7]([CH2:13][CH2:14][OH:15])([CH3:12])[CH2:6][CH:5]2[OH:16]. (5) Given the product [CH3:16][C:17]([CH3:24])([CH3:23])[CH2:18][S:19]([N:9]1[CH2:8][CH2:7][C:6]2([C:4](=[O:5])[N:31]([C:30]3[CH:32]=[CH:33][C:27]([CH2:25][CH3:26])=[CH:28][CH:29]=3)[CH2:13][CH2:12]2)[CH2:11][CH2:10]1)(=[O:21])=[O:20], predict the reactants needed to synthesize it. The reactants are: C(O[C:4]([C:6]1([CH2:12][CH2:13]OC)[CH2:11][CH2:10][NH:9][CH2:8][CH2:7]1)=[O:5])C.[CH3:16][C:17]([CH3:24])([CH3:23])[CH2:18][S:19](Cl)(=[O:21])=[O:20].[CH2:25]([C:27]1[CH:33]=[CH:32][C:30]([NH2:31])=[CH:29][CH:28]=1)[CH3:26]. (6) Given the product [C:35]([C:32]1[CH:31]=[CH:30][C:29]([N:24]2[CH2:23][CH2:22][CH:21]([N:17]3[CH2:18][CH2:19][CH2:20][C@H:15]([NH:14][C:4]4[CH:5]=[C:6]([F:13])[C:7]([S:9]([CH3:12])(=[O:11])=[O:10])=[CH:8][C:3]=4[F:2])[C:16]3=[O:27])[CH2:26][CH2:25]2)=[N:34][CH:33]=1)(=[O:37])[CH3:36], predict the reactants needed to synthesize it. The reactants are: Cl.[F:2][C:3]1[CH:8]=[C:7]([S:9]([CH3:12])(=[O:11])=[O:10])[C:6]([F:13])=[CH:5][C:4]=1[NH:14][C@H:15]1[CH2:20][CH2:19][CH2:18][N:17]([CH:21]2[CH2:26][CH2:25][NH:24][CH2:23][CH2:22]2)[C:16]1=[O:27].Cl[C:29]1[N:34]=[CH:33][C:32]([C:35](=[O:37])[CH3:36])=[CH:31][CH:30]=1.CCN(C(C)C)C(C)C. (7) Given the product [NH2:1][C:2]1[N:7]=[CH:6][C:5]([C:12]2[CH:17]=[C:16]([CH3:18])[C:15]([OH:19])=[C:14]([CH3:20])[CH:13]=2)=[CH:4][N:3]=1, predict the reactants needed to synthesize it. The reactants are: [NH2:1][C:2]1[N:7]=[CH:6][C:5](B(O)O)=[CH:4][N:3]=1.Br[C:12]1[CH:17]=[C:16]([CH3:18])[C:15]([OH:19])=[C:14]([CH3:20])[CH:13]=1.C(=O)([O-])[O-].[Na+].[Na+].O. (8) Given the product [Cl:28][C:29]1[CH:30]=[N+:31]([O-:54])[CH:32]=[C:33]([Cl:53])[C:34]=1[CH2:35][C@@H:36]([C:38]1[CH:43]=[CH:42][C:41]([O:44][CH:45]([F:47])[F:46])=[C:40]([O:48][CH2:49][CH:50]2[CH2:52][CH2:51]2)[CH:39]=1)[O:8][C:7](=[O:9])[C:6]1[CH:10]=[CH:11][C:3]([O:2][CH3:1])=[C:4]([S:12](=[O:23])(=[O:22])[NH:13][CH2:14][CH2:15][N:16]2[CH2:21][CH2:20][O:19][CH2:18][CH2:17]2)[CH:5]=1, predict the reactants needed to synthesize it. The reactants are: [CH3:1][O:2][C:3]1[CH:11]=[CH:10][C:6]([C:7]([OH:9])=[O:8])=[CH:5][C:4]=1[S:12](=[O:23])(=[O:22])[NH:13][CH2:14][CH2:15][N:16]1[CH2:21][CH2:20][O:19][CH2:18][CH2:17]1.C(Cl)CCl.[Cl:28][C:29]1[CH:30]=[N+:31]([O-:54])[CH:32]=[C:33]([Cl:53])[C:34]=1[CH2:35][C@@H:36]([C:38]1[CH:43]=[CH:42][C:41]([O:44][CH:45]([F:47])[F:46])=[C:40]([O:48][CH2:49][CH:50]2[CH2:52][CH2:51]2)[CH:39]=1)O. (9) Given the product [Cl:1][C:2]1[CH:3]=[C:4]([NH:17][C:18]2[C:19]3[C:20](=[CH:24][N:25]([C:27]4[CH:28]=[CH:29][C:30]([CH2:31][OH:32])=[CH:33][CH:34]=4)[N:26]=3)[N:21]=[CH:22][N:23]=2)[CH:5]=[CH:6][C:7]=1[O:8][CH2:9][C:10]1[CH:15]=[CH:14][CH:13]=[C:12]([F:16])[CH:11]=1, predict the reactants needed to synthesize it. The reactants are: [Cl:1][C:2]1[CH:3]=[C:4]([NH:17][C:18]2[C:19]3[C:20](=[CH:24][N:25]([C:27]4[CH:34]=[CH:33][C:30]([CH:31]=[O:32])=[CH:29][CH:28]=4)[N:26]=3)[N:21]=[CH:22][N:23]=2)[CH:5]=[CH:6][C:7]=1[O:8][CH2:9][C:10]1[CH:15]=[CH:14][CH:13]=[C:12]([F:16])[CH:11]=1.[BH4-].[Na+].